Dataset: Forward reaction prediction with 1.9M reactions from USPTO patents (1976-2016). Task: Predict the product of the given reaction. (1) Given the reactants [Br:1][C:2]1[CH:7]=[CH:6][C:5]([C:8]2[NH:12][CH:11]=[N:10][N:9]=2)=[CH:4][C:3]=1[CH3:13].[O:14]1[CH:19]=[CH:18][CH2:17][CH2:16][CH2:15]1, predict the reaction product. The product is: [Br:1][C:2]1[CH:7]=[CH:6][C:5]([C:8]2[N:12]([CH:15]3[CH2:16][CH2:17][CH2:18][CH2:19][O:14]3)[CH:11]=[N:10][N:9]=2)=[CH:4][C:3]=1[CH3:13]. (2) The product is: [CH2:1]([N:8]1[C:13](=[O:14])[C:12]2[C:24]([OH:26])=[C:18]([CH3:17])[C:19](=[O:21])[N:15]([CH3:16])[C:11]=2[N:10]=[CH:9]1)[C:2]1[CH:3]=[CH:4][CH:5]=[CH:6][CH:7]=1. Given the reactants [CH2:1]([N:8]1[C:13](=[O:14])[CH:12]=[C:11]([NH:15][CH3:16])[N:10]=[CH:9]1)[C:2]1[CH:7]=[CH:6][CH:5]=[CH:4][CH:3]=1.[CH3:17][CH:18]([C:24]([O:26]CC)=O)[C:19]([O:21]CC)=O.C1(OC2C=CC=CC=2)C=CC=CC=1, predict the reaction product. (3) Given the reactants [F:1][C:2]1[CH:3]=[C:4]([CH:8]=[CH:9][CH:10]=1)[C:5]([OH:7])=O.Cl.CN(C)CCCN=C=NCC.O.ON1C2C=CC=CC=2N=N1.[Cl:34][CH2:35][C:36]([NH:38]O)=[NH:37], predict the reaction product. The product is: [Cl:34][CH2:35][C:36]1[N:38]=[C:5]([C:4]2[CH:8]=[CH:9][CH:10]=[C:2]([F:1])[CH:3]=2)[O:7][N:37]=1. (4) Given the reactants [Cl:1][C:2]1[CH:7]=[CH:6][C:5]([OH:8])=[CH:4][C:3]=1[CH3:9].C(N(CC)CC)C.[CH3:17][S:18](Cl)(=[O:20])=[O:19].CCOC(C)=O, predict the reaction product. The product is: [Cl:1][C:2]1[CH:7]=[CH:6][C:5]([O:8][S:18]([CH3:17])(=[O:20])=[O:19])=[CH:4][C:3]=1[CH3:9]. (5) Given the reactants [CH:1]([N:14]1[CH2:18][CH2:17][CH:16]([CH2:19][NH2:20])[CH2:15]1)([C:8]1[CH:13]=[CH:12][CH:11]=[CH:10][CH:9]=1)[C:2]1[CH:7]=[CH:6][CH:5]=[CH:4][CH:3]=1.[C:21]1([CH:27]([N:34]=[C:35]=[O:36])[C:28]2[CH:33]=[CH:32][CH:31]=[CH:30][CH:29]=2)[CH:26]=[CH:25][CH:24]=[CH:23][CH:22]=1, predict the reaction product. The product is: [CH:27]([NH:34][C:35]([NH:20][CH2:19][CH:16]1[CH2:17][CH2:18][N:14]([CH:1]([C:8]2[CH:13]=[CH:12][CH:11]=[CH:10][CH:9]=2)[C:2]2[CH:3]=[CH:4][CH:5]=[CH:6][CH:7]=2)[CH2:15]1)=[O:36])([C:28]1[CH:29]=[CH:30][CH:31]=[CH:32][CH:33]=1)[C:21]1[CH:26]=[CH:25][CH:24]=[CH:23][CH:22]=1.